This data is from Reaction yield outcomes from USPTO patents with 853,638 reactions. The task is: Predict the reaction yield, written as a fraction of the theoretical maximum amount of product (1.0 means a 100% yield; for example, 0.34 means a 34% yield). The reactants are [Cl:1][C:2]1[CH:7]=[C:6](F)[CH:5]=[CH:4][C:3]=1[S:9]([CH3:12])(=[O:11])=[O:10].[CH3:13][O:14][C:15]([C:17]1[CH:27]=[C:26]([OH:28])[C:20]2[CH2:21][C:22]([CH3:25])([CH3:24])[O:23][C:19]=2[CH:18]=1)=[O:16].C([O-])([O-])=O.[Cs+].[Cs+]. The catalyst is CN(C=O)C. The product is [CH3:13][O:14][C:15]([C:17]1[CH:27]=[C:26]([O:28][C:6]2[CH:5]=[CH:4][C:3]([S:9]([CH3:12])(=[O:11])=[O:10])=[C:2]([Cl:1])[CH:7]=2)[C:20]2[CH2:21][C:22]([CH3:25])([CH3:24])[O:23][C:19]=2[CH:18]=1)=[O:16]. The yield is 0.920.